This data is from Kir2.1 potassium channel HTS with 301,493 compounds. The task is: Binary Classification. Given a drug SMILES string, predict its activity (active/inactive) in a high-throughput screening assay against a specified biological target. The result is 0 (inactive). The drug is Fc1ccc(CCNC(=O)C2CN(C(=O)CC2)CCc2ccc(OC)cc2)cc1.